Dataset: NCI-60 drug combinations with 297,098 pairs across 59 cell lines. Task: Regression. Given two drug SMILES strings and cell line genomic features, predict the synergy score measuring deviation from expected non-interaction effect. (1) Drug 1: C1CCC(C1)C(CC#N)N2C=C(C=N2)C3=C4C=CNC4=NC=N3. Drug 2: C1C(C(OC1N2C=NC3=C(N=C(N=C32)Cl)N)CO)O. Cell line: KM12. Synergy scores: CSS=25.6, Synergy_ZIP=-2.41, Synergy_Bliss=-4.88, Synergy_Loewe=-0.540, Synergy_HSA=-2.20. (2) Drug 1: CN(CCCl)CCCl.Cl. Drug 2: CCN(CC)CCCC(C)NC1=C2C=C(C=CC2=NC3=C1C=CC(=C3)Cl)OC. Cell line: MCF7. Synergy scores: CSS=13.8, Synergy_ZIP=-6.21, Synergy_Bliss=-2.78, Synergy_Loewe=-11.0, Synergy_HSA=-1.63.